From a dataset of Full USPTO retrosynthesis dataset with 1.9M reactions from patents (1976-2016). Predict the reactants needed to synthesize the given product. (1) Given the product [CH3:22][C:19]1[CH:20]=[CH:21][C:16]([CH2:15][NH:14][CH:11]2[CH2:10][CH2:9][NH:8][CH2:13][CH2:12]2)=[CH:17][C:18]=1[O:23][C:24]([F:26])([F:25])[F:27], predict the reactants needed to synthesize it. The reactants are: C(OC([N:8]1[CH2:13][CH2:12][CH:11]([NH:14][CH2:15][C:16]2[CH:21]=[CH:20][C:19]([CH3:22])=[C:18]([O:23][C:24]([F:27])([F:26])[F:25])[CH:17]=2)[CH2:10][CH2:9]1)=O)(C)(C)C.Cl. (2) Given the product [NH2:1][C:4]1[C:12]2[N:11]=[C:10]([CH2:13][OH:14])[NH:9][C:8]=2[CH:7]=[CH:6][CH:5]=1, predict the reactants needed to synthesize it. The reactants are: [N+:1]([C:4]1[C:12]2[N:11]=[C:10]([CH2:13][OH:14])[NH:9][C:8]=2[CH:7]=[CH:6][CH:5]=1)([O-])=O. (3) The reactants are: [CH2:1]([O:3][C:4](=[O:32])[C:5]([CH3:31])([CH3:30])[CH2:6][C:7]1[CH:12]=[CH:11][C:10]([C:13](=[O:29])[C:14]2[CH:19]=[CH:18][C:17]([CH2:20][C:21]([C:24]([O:26][CH2:27][CH3:28])=[O:25])([CH3:23])[CH3:22])=[CH:16][CH:15]=2)=[CH:9][CH:8]=1)[CH3:2].[BH4-].[Na+].O.ClCCl. Given the product [CH2:1]([O:3][C:4](=[O:32])[C:5]([CH3:30])([CH3:31])[CH2:6][C:7]1[CH:8]=[CH:9][C:10]([CH:13]([C:14]2[CH:15]=[CH:16][C:17]([CH2:20][C:21]([C:24]([O:26][CH2:27][CH3:28])=[O:25])([CH3:23])[CH3:22])=[CH:18][CH:19]=2)[OH:29])=[CH:11][CH:12]=1)[CH3:2], predict the reactants needed to synthesize it.